This data is from Reaction yield outcomes from USPTO patents with 853,638 reactions. The task is: Predict the reaction yield, written as a fraction of the theoretical maximum amount of product (1.0 means a 100% yield; for example, 0.34 means a 34% yield). (1) The reactants are [NH:1]1[C:9]2[C:4](=[CH:5][CH:6]=[CH:7][CH:8]=2)[C:3]([CH2:10][NH2:11])=[CH:2]1.CCN(CC)CC.[C:19](Cl)(=[O:22])[CH2:20][CH3:21]. The catalyst is CO. The product is [NH:1]1[C:9]2[C:4](=[CH:5][CH:6]=[CH:7][CH:8]=2)[C:3]([CH2:10][NH:11][C:19](=[O:22])[CH2:20][CH3:21])=[CH:2]1. The yield is 0.960. (2) The reactants are [CH2:1]([CH:3]1[CH2:12][C:11]2[C:6](=[CH:7][CH:8]=[C:9]([O:13][CH3:14])[CH:10]=2)[C:5](=[O:15])[CH:4]1[C:16]1[CH:21]=[CH:20][CH:19]=[CH:18][CH:17]=1)[CH3:2].ClC1C(=O)C(C#N)=[C:26](C#N)[C:27](=[O:30])C=1Cl. The catalyst is C(OC(C)=C)(=O)C.C(Cl)Cl. The product is [C:27]([O:15][C:5]1[C:6]2[C:11](=[CH:10][C:9]([O:13][CH3:14])=[CH:8][CH:7]=2)[CH:12]=[C:3]([CH2:1][CH3:2])[C:4]=1[C:16]1[CH:17]=[CH:18][CH:19]=[CH:20][CH:21]=1)(=[O:30])[CH3:26]. The yield is 0.640. (3) The reactants are CS(O[CH:6]1[CH2:11][CH2:10][N:9]([C:12]2[CH:22]=[CH:21][C:15]([C:16]([O:18][CH2:19][CH3:20])=[O:17])=[CH:14][CH:13]=2)[CH2:8][CH2:7]1)(=O)=O.[N-:23]=[N+:24]=[N-:25].[Na+]. The catalyst is CN(C=O)C.[Cl-].[Na+].O. The product is [N:23]([CH:6]1[CH2:11][CH2:10][N:9]([C:12]2[CH:22]=[CH:21][C:15]([C:16]([O:18][CH2:19][CH3:20])=[O:17])=[CH:14][CH:13]=2)[CH2:8][CH2:7]1)=[N+:24]=[N-:25]. The yield is 0.870. (4) The reactants are C([O:3][C:4](=O)[CH2:5][C:6]1[N:7]=[C:8]([NH:11][C:12](=[O:28])[CH:13]([C:20]2[CH:25]=[CH:24][C:23]([Cl:26])=[C:22]([Cl:27])[CH:21]=2)[CH2:14][CH:15]2[CH2:19][CH2:18][CH2:17][CH2:16]2)[S:9][CH:10]=1)C.[BH4-].[Na+]. The catalyst is O1CCCC1. The product is [CH:15]1([CH2:14][CH:13]([C:20]2[CH:25]=[CH:24][C:23]([Cl:26])=[C:22]([Cl:27])[CH:21]=2)[C:12]([NH:11][C:8]2[S:9][CH:10]=[C:6]([CH2:5][CH2:4][OH:3])[N:7]=2)=[O:28])[CH2:19][CH2:18][CH2:17][CH2:16]1. The yield is 0.580. (5) The reactants are C(O[C:6](=O)[N:7]([CH2:9][CH2:10][N:11]1[CH2:16][CH2:15][N:14]([C:17]2[C:18]([Cl:23])=[N:19][CH:20]=[CH:21][CH:22]=2)[CH2:13][CH2:12]1)C)(C)(C)C.Cl.O1CCOCC1. The catalyst is ClCCl. The product is [ClH:23].[Cl:23][C:18]1[C:17]([N:14]2[CH2:15][CH2:16][N:11]([CH2:10][CH2:9][NH:7][CH3:6])[CH2:12][CH2:13]2)=[CH:22][CH:21]=[CH:20][N:19]=1. The yield is 0.990. (6) The reactants are [F:1][C:2]1[CH:3]=[C:4](B(O)O)[CH:5]=[C:6]([F:10])[C:7]=1[CH:8]=[O:9].Cl[C:15]1[CH:20]=[CH:19][N:18]=[C:17]([NH2:21])[N:16]=1. No catalyst specified. The product is [NH2:21][C:17]1[N:18]=[C:19]([C:4]2[CH:3]=[C:2]([F:1])[C:7]([CH:8]=[O:9])=[C:6]([F:10])[CH:5]=2)[CH:20]=[CH:15][N:16]=1. The yield is 0.750. (7) The reactants are Cl[C:2]1[C:7]([CH2:8][N:9]2[C:30](=[O:31])[N:12]3[CH:13]=[CH:14][C:15]([C:23]4[CH:28]=[CH:27][C:26]([Cl:29])=[CH:25][CH:24]=4)=[C:16]([C:17]4[CH:22]=[CH:21][N:20]=[CH:19][CH:18]=4)[C:11]3=[N:10]2)=[CH:6][CH:5]=[C:4]([C:32]([F:35])([F:34])[F:33])[N:3]=1.[CH2:36]([NH2:38])[CH3:37].ClC1C=CC(C2C=CN3C(=O)N(CC4C(NC)=NC(C(F)(F)F)=CC=4)N=C3C=2C2C=CN=CC=2)=CC=1. The catalyst is C1COCC1. The product is [Cl:29][C:26]1[CH:25]=[CH:24][C:23]([C:15]2[CH:14]=[CH:13][N:12]3[C:30](=[O:31])[N:9]([CH2:8][C:7]4[C:2]([NH:38][CH2:36][CH3:37])=[N:3][C:4]([C:32]([F:33])([F:34])[F:35])=[CH:5][CH:6]=4)[N:10]=[C:11]3[C:16]=2[C:17]2[CH:22]=[CH:21][N:20]=[CH:19][CH:18]=2)=[CH:28][CH:27]=1. The yield is 0.540. (8) The reactants are [CH2:1]1[C:3]([NH2:7])([C:4]([OH:6])=[O:5])[CH2:2]1.[CH:8]1([C:14]([O:16][CH:17]([O:21][C:22](ON2C(=O)CCC2=O)=[O:23])[CH:18]([CH3:20])[CH3:19])=[O:15])[CH2:13][CH2:12][CH2:11][CH2:10][CH2:9]1. The catalyst is C(#N)C.O. The product is [CH:8]1([C:14]([O:16][CH:17]([O:21][C:22]([NH:7][C:3]2([C:4]([OH:6])=[O:5])[CH2:2][CH2:1]2)=[O:23])[CH:18]([CH3:19])[CH3:20])=[O:15])[CH2:9][CH2:10][CH2:11][CH2:12][CH2:13]1. The yield is 0.270. (9) The reactants are [N+:1]([C:4]1[CH:9]=[C:8]([N+:10]([O-:12])=[O:11])[CH:7]=[CH:6][C:5]=1[CH2:13][CH:14]([CH3:18])[C:15]([OH:17])=[O:16])([O-:3])=[O:2].OS(O)(=O)=O.[CH3:24]O. No catalyst specified. The product is [N+:1]([C:4]1[CH:9]=[C:8]([N+:10]([O-:12])=[O:11])[CH:7]=[CH:6][C:5]=1[CH2:13][CH:14]([CH3:18])[C:15]([O:17][CH3:24])=[O:16])([O-:3])=[O:2]. The yield is 0.810. (10) The reactants are [Cl:1][C:2]1[N:3]([CH2:10][C@:11]2([CH3:14])[CH2:13][O:12]2)[CH:4]=[C:5]([N+:7]([O-:9])=[O:8])[N:6]=1.[N:15]1([NH:21][C:22]2[CH:27]=[CH:26][C:25]([C:28]([F:31])([F:30])[F:29])=[CH:24][CH:23]=2)[CH2:20][CH2:19][NH:18][CH2:17][CH2:16]1. No catalyst specified. The product is [Cl:1][C:2]1[N:3]([CH2:10][C@@:11]([CH3:14])([OH:12])[CH2:13][N:18]2[CH2:17][CH2:16][N:15]([NH:21][C:22]3[CH:23]=[CH:24][C:25]([C:28]([F:30])([F:31])[F:29])=[CH:26][CH:27]=3)[CH2:20][CH2:19]2)[CH:4]=[C:5]([N+:7]([O-:9])=[O:8])[N:6]=1. The yield is 0.860.